This data is from Experimentally validated miRNA-target interactions with 360,000+ pairs, plus equal number of negative samples. The task is: Binary Classification. Given a miRNA mature sequence and a target amino acid sequence, predict their likelihood of interaction. (1) The miRNA is mmu-miR-1192 with sequence AAACAAACAAACAGACCAAAUU. The protein sequence of the target gene is MGCSSSALNKAGDSSRFPSVTSNEHFSTAEESESCFAQPKPHALGRESTVDGNVQRESRPPLQKLKVSAEPTANGVKPLQEQPLAKDVAPGRDATDQSGSTEKTQPGEGLEESGPPQPGGKEDAPAAEGKKKDAGAGTEAESLKGNAEAQPLGPEAKGQPLQAAVEKDSLRAVEVTENPQTAAEMKPLGTTENVLTLQIAGELQPQGTVGKDEQAPLLETISKENESPEILEGSQFVETAEEQQLQATLGKEEQPQLLERIPKENVTPEVLDRSQLVEKPVMNDPFHKTPEGPGNMEQIQ.... Result: 0 (no interaction). (2) The miRNA is hsa-miR-1180-3p with sequence UUUCCGGCUCGCGUGGGUGUGU. The protein sequence of the target gene is MCESYSRSLLRVSVAQICQALGWDSVQLSACHLLTDVLQRYLQQLGRGCHRYSELYGRTDPILDDVGEAFQLMGVSLHELEDYIHNIEPVTFPHQIPSFPVSKNNVLQFPQPGSKDAEERKEYIPDYLPPIVSSQEEEEEEQVPTDGGTSAEAMQVPLEEDDELEEEEIINDENFLGKRPLDSPEAEELPAMKRPRLLSTKGDTLDVVLLEAREPLSSINTQKIPPMLSPVHVQDSTDLAPPSPEPPMLAPVAKSQMPTAKPLETKSFTPKTKTKTSSPGQKTKSPKTAQSPAMVGSPIR.... Result: 1 (interaction). (3) The miRNA is hsa-miR-4667-3p with sequence UCCCUCCUUCUGUCCCCACAG. The protein sequence of the target gene is MKAEGGDHSMINLSVQQVLSLWAHGTVLRNLTEMWYWIFLWALFSSLFVHGAAGVLMFVMLQRHRQGRVISVIAVSIGFLASVTGAMITSAAVAGIYRVAGKNMAPLEALVWGVGQTVLTLIISFSRILATL. Result: 1 (interaction). (4) The miRNA is bta-miR-26a with sequence UUCAAGUAAUCCAGGAUAGGCU. The protein sequence of the target gene is MSSLSGKVQTVLGLVEPSKLGRTLTHEHLAMTFDCCYCPPPPCQEAISKEPIVMKNLYWIQKNAYSHKENLQLNQETEAIKEELLYFKANGGGALVENTTTGISRDTQTLKRLAEETGVHIISGAGFYVDATHSSETRAMSVEQLTDVLMNEILHGADGTSIKCGIIGEIGCSWPLTESERKVLQATAHAQAQLGCPVIIHPGRSSRAPFQIIRILQEAGADISKTVMSHLDRTILDKKELLEFAQLGCYLEYDLFGTELLHYQLGPDIDMPDDNKRIRRVRLLVEEGCEDRILVAHDIH.... Result: 0 (no interaction).